The task is: Predict the reactants needed to synthesize the given product.. This data is from Full USPTO retrosynthesis dataset with 1.9M reactions from patents (1976-2016). (1) Given the product [Cl:36][Si:37]([Cl:39])([Cl:38])[C@H:17]1[CH2:18][C@H:19]2[CH2:13][C@@H:22]1[CH2:21][C@@H:20]2[Si:37]([Cl:39])([Cl:38])[Cl:36], predict the reactants needed to synthesize it. The reactants are: CO[C:18]1[CH:19]=[CH:20][C:21]2[C:22](=[CH:13]C=CC=2)[C:17]=1[C:13]1[C:22]2[C:17](=[CH:18][CH:19]=[CH:20][CH:21]=2)C=CC=1P(C1C=CC=CC=1)C1C=CC=CC=1.[Cl:36][SiH:37]([Cl:39])[Cl:38].C12CC(C=C1)C=C2. (2) Given the product [OH:20][C:16]1[CH:15]=[C:14]([CH:19]=[CH:18][CH:17]=1)[CH2:13][NH:12][C:10]([C:7]1[CH:8]=[CH:9][C:4]([C:3]([OH:22])=[O:2])=[C:5]([CH3:21])[CH:6]=1)=[O:11], predict the reactants needed to synthesize it. The reactants are: C[O:2][C:3](=[O:22])[C:4]1[CH:9]=[CH:8][C:7]([C:10]([NH:12][CH2:13][C:14]2[CH:19]=[CH:18][CH:17]=[C:16]([OH:20])[CH:15]=2)=[O:11])=[CH:6][C:5]=1[CH3:21].C1(P(=O)(C2C=CC=CC=2)C2C=CC=CC=2)C=CC=CC=1.O.[OH-].[Li+]. (3) The reactants are: [Cl:1][C:2]1[CH:7]=[C:6]([Cl:8])[CH:5]=[C:4]([Cl:9])[C:3]=1[N:10]1[C:14]2=[N:15][C:16]([CH2:20][C:21]3[CH:26]=[CH:25][C:24]([C:27]([O:29]CC)=[O:28])=[CH:23][CH:22]=3)=[N:17][C:18](=[O:19])[C:13]2=[C:12]([CH:32]([CH3:34])[CH3:33])[NH:11]1.O.[OH-].[Li+].CO. Given the product [Cl:1][C:2]1[CH:7]=[C:6]([Cl:8])[CH:5]=[C:4]([Cl:9])[C:3]=1[N:10]1[C:14]2=[N:15][C:16]([CH2:20][C:21]3[CH:26]=[CH:25][C:24]([C:27]([OH:29])=[O:28])=[CH:23][CH:22]=3)=[N:17][C:18](=[O:19])[C:13]2=[C:12]([CH:32]([CH3:34])[CH3:33])[NH:11]1, predict the reactants needed to synthesize it. (4) Given the product [Cl:14][C:15]1[CH:16]=[C:17]2[C:18]([C:31]([OH:33])=[C:25]([C:26]([O:28][CH2:29][CH3:30])=[O:27])[CH:24]=[N:23]2)=[CH:19][C:20]=1[O:21][CH3:22], predict the reactants needed to synthesize it. The reactants are: C1(OC2C=CC=CC=2)C=CC=CC=1.[Cl:14][C:15]1[CH:16]=[C:17]([NH:23][CH:24]=[C:25]([C:31]([O:33]CC)=O)[C:26]([O:28][CH2:29][CH3:30])=[O:27])[CH:18]=[CH:19][C:20]=1[O:21][CH3:22].